From a dataset of Forward reaction prediction with 1.9M reactions from USPTO patents (1976-2016). Predict the product of the given reaction. (1) Given the reactants Br[C:2]1[CH:10]=[C:9]2[C:5]([CH2:6][C:7](=[O:11])[NH:8]2)=[CH:4][CH:3]=1.[C:12]1(OB(O)O)[CH:17]=[CH:16][CH:15]=[CH:14][CH:13]=1.C(=O)([O-])[O-].[Na+].[Na+], predict the reaction product. The product is: [C:12]1([C:2]2[CH:10]=[C:9]3[C:5]([CH2:6][C:7](=[O:11])[NH:8]3)=[CH:4][CH:3]=2)[CH:17]=[CH:16][CH:15]=[CH:14][CH:13]=1. (2) Given the reactants [CH2:1]([N:8]1[CH2:13][CH:12]=[C:11]([CH2:14][OH:15])[CH2:10][CH2:9]1)[C:2]1[CH:7]=[CH:6][CH:5]=[CH:4][CH:3]=1.[Br:16][C:17]1[CH:22]=[CH:21][C:20]([O:23][CH3:24])=[CH:19][C:18]=1O.C1C=CC(P(C2C=CC=CC=2)C2C=CC=CC=2)=CC=1.N(C(OC(C)C)=O)=NC(OC(C)C)=O, predict the reaction product. The product is: [CH2:1]([N:8]1[CH2:9][CH:10]=[C:11]([CH2:14][O:15][C:18]2[CH:19]=[C:20]([O:23][CH3:24])[CH:21]=[CH:22][C:17]=2[Br:16])[CH2:12][CH2:13]1)[C:2]1[CH:7]=[CH:6][CH:5]=[CH:4][CH:3]=1.